This data is from Reaction yield outcomes from USPTO patents with 853,638 reactions. The task is: Predict the reaction yield, written as a fraction of the theoretical maximum amount of product (1.0 means a 100% yield; for example, 0.34 means a 34% yield). (1) The reactants are [N+:1]([C:4]1[CH:9]=[CH:8][C:7]([C:10]2[CH:15]=[CH:14][C:13]([C:16]([F:19])([F:18])[F:17])=[CH:12][CH:11]=2)=[CH:6][C:5]=1[NH:20][CH2:21][C:22](OC(C)(C)C)=[O:23])([O-])=O.[H][H].NC1C=CC=CC=1. The product is [F:17][C:16]([F:19])([F:18])[C:13]1[CH:14]=[CH:15][C:10]([C:7]2[CH:6]=[C:5]3[C:4](=[CH:9][CH:8]=2)[NH:1][C:22](=[O:23])[CH2:21][NH:20]3)=[CH:11][CH:12]=1. The catalyst is CO.C(OCC)(=O)C.CCOCC.Cl.O1CCOCC1.[Pd]. The yield is 0.710. (2) The reactants are [CH3:1][S:2]([C:5]1[CH:25]=[CH:24][C:8]([O:9][C:10]2[C:15]3[CH2:16][C:17]([CH3:20])([CH3:19])[O:18][C:14]=3[CH:13]=[C:12]([C:21](O)=[O:22])[CH:11]=2)=[CH:7][CH:6]=1)(=[O:4])=[O:3].CC[N:28](CC)CC.N[C:34]1[C:39]([C:40]([NH2:42])=[O:41])=[CH:38][N:37]=[CH:36][CH:35]=1.CN(C(ON1N=NC2C=CC=NC1=2)=[N+](C)C)C.F[P-](F)(F)(F)(F)F. The catalyst is CN(C=O)C. The product is [CH3:1][S:2]([C:5]1[CH:25]=[CH:24][C:8]([O:9][C:10]2[C:15]3[CH2:16][C:17]([CH3:20])([CH3:19])[O:18][C:14]=3[CH:13]=[C:12]([C:21]([NH:28][C:36]3[CH:35]=[CH:34][C:39]([C:40]([NH2:42])=[O:41])=[CH:38][N:37]=3)=[O:22])[CH:11]=2)=[CH:7][CH:6]=1)(=[O:4])=[O:3]. The yield is 0.380. (3) The reactants are [OH:1][C:2]([C:5]1[CH:31]=[CH:30][C:8]([C:9]([NH:11][C:12]2[CH:17]=[C:16]([N:18]3[CH2:23][CH2:22][CH2:21][C@@H:20]([C:24]([OH:26])=O)[CH2:19]3)[N:15]3[N:27]=[CH:28][CH:29]=[C:14]3[N:13]=2)=[O:10])=[CH:7][CH:6]=1)([CH3:4])[CH3:3].[CH2:32]([NH2:34])[CH3:33].CCN=C=NCCCN(C)C.C1C=CC2N(O)N=NC=2C=1. The catalyst is CN(C=O)C. The product is [CH2:32]([NH:34][C:24]([C@@H:20]1[CH2:21][CH2:22][CH2:23][N:18]([C:16]2[N:15]3[N:27]=[CH:28][CH:29]=[C:14]3[N:13]=[C:12]([NH:11][C:9](=[O:10])[C:8]3[CH:30]=[CH:31][C:5]([C:2]([OH:1])([CH3:3])[CH3:4])=[CH:6][CH:7]=3)[CH:17]=2)[CH2:19]1)=[O:26])[CH3:33]. The yield is 0.0800.